From a dataset of Reaction yield outcomes from USPTO patents with 853,638 reactions. Predict the reaction yield, written as a fraction of the theoretical maximum amount of product (1.0 means a 100% yield; for example, 0.34 means a 34% yield). (1) The reactants are C1(OC(=O)[N:9]([C:19]2[CH:24]=[C:23]([O:25][C:26]3[CH:31]=[CH:30][C:29]([NH:32][C:33]([C:35]4([C:38](=[O:47])[NH:39][C:40]5[CH:45]=[CH:44][C:43]([F:46])=[CH:42][CH:41]=5)[CH2:37][CH2:36]4)=[O:34])=[CH:28][C:27]=3[F:48])[CH:22]=[CH:21][N:20]=2)[C:10]([O:12]C2C=CC=CC=2)=O)C=CC=CC=1.[CH3:50][N:51]([CH3:60])[CH2:52][CH2:53][N:54]1[CH2:59][CH2:58][NH:57][CH2:56][CH2:55]1. The catalyst is CN(C)C=O. The product is [CH3:50][N:51]([CH3:60])[CH2:52][CH2:53][N:54]1[CH2:59][CH2:58][N:57]([C:10]([NH:9][C:19]2[CH:24]=[C:23]([O:25][C:26]3[CH:31]=[CH:30][C:29]([NH:32][C:33]([C:35]4([C:38]([NH:39][C:40]5[CH:45]=[CH:44][C:43]([F:46])=[CH:42][CH:41]=5)=[O:47])[CH2:37][CH2:36]4)=[O:34])=[CH:28][C:27]=3[F:48])[CH:22]=[CH:21][N:20]=2)=[O:12])[CH2:56][CH2:55]1. The yield is 0.360. (2) The reactants are C([S:4][C@@H:5]1[CH2:22][CH2:21][C@@:20]2([CH3:23])[CH:7]([C:8](=[CH2:25])[CH2:9][C@@H:10]3[C@@H:19]2[CH2:18][CH2:17][C@@:15]2([CH3:16])[C@H:11]3[CH2:12][CH2:13][C:14]2=[O:24])[CH2:6]1)(=O)C. The catalyst is CO.[OH-].[Na+]. The product is [SH:4][C@@H:5]1[CH2:22][CH2:21][C@@:20]2([CH3:23])[CH:7]([C:8](=[CH2:25])[CH2:9][C@@H:10]3[C@@H:19]2[CH2:18][CH2:17][C@@:15]2([CH3:16])[C@H:11]3[CH2:12][CH2:13][C:14]2=[O:24])[CH2:6]1. The yield is 1.00. (3) The reactants are [OH:1][C:2]1[CH:11]=[CH:10][C:5]2[CH2:6][O:7][B:8]([OH:9])[C:4]=2[CH:3]=1.[H-].[Na+].Br[CH2:15][CH2:16][CH3:17].Cl. The catalyst is CN(C=O)C. The product is [CH2:15]([O:1][C:2]1[CH:11]=[CH:10][C:5]2[CH2:6][O:7][B:8]([OH:9])[C:4]=2[CH:3]=1)[CH2:16][CH3:17]. The yield is 0.640. (4) The reactants are [NH2:1][C:2]1[CH:3]=[C:4]2[C:20](=[O:21])[NH:19][N:18]=[CH:17][C:6]3=[C:7]([C:11]4[CH:16]=[CH:15][CH:14]=[CH:13][CH:12]=4)[NH:8][C:9]([CH:10]=1)=[C:5]23.[C:22]([O:26][C:27]([N:29]1[CH2:34][CH2:33][N:32]([CH2:35][C:36](O)=[O:37])[CH2:31][CH2:30]1)=[O:28])([CH3:25])([CH3:24])[CH3:23].C(N(CC)CC)C.F[P-](F)(F)(F)(F)F.N1(OC(N(C)C)=[N+](C)C)C2N=CC=CC=2N=N1. The catalyst is C(Cl)Cl.CO.CN(C)C=O. The product is [C:22]([O:26][C:27]([N:29]1[CH2:30][CH2:31][N:32]([CH2:35][C:36](=[O:37])[NH:1][C:2]2[CH:3]=[C:4]3[C:20](=[O:21])[NH:19][N:18]=[CH:17][C:6]4=[C:7]([C:11]5[CH:12]=[CH:13][CH:14]=[CH:15][CH:16]=5)[NH:8][C:9]([CH:10]=2)=[C:5]34)[CH2:33][CH2:34]1)=[O:28])([CH3:25])([CH3:24])[CH3:23]. The yield is 0.330.